From a dataset of Catalyst prediction with 721,799 reactions and 888 catalyst types from USPTO. Predict which catalyst facilitates the given reaction. (1) Reactant: [C:1]([C:3]1[CH:8]=[CH:7][C:6]([C:9]([C:17]2[N:18]([CH3:22])[CH:19]=[N:20][CH:21]=2)=[N:10][S:11]([CH2:13][CH:14]([CH3:16])[CH3:15])=[O:12])=[CH:5][C:4]=1[F:23])#[N:2].[CH3:24][Mg+].[Br-]. Product: [C:1]([C:3]1[CH:8]=[CH:7][C:6]([C:9]([NH:10][S:11]([CH2:13][CH:14]([CH3:16])[CH3:15])=[O:12])([C:17]2[N:18]([CH3:22])[CH:19]=[N:20][CH:21]=2)[CH3:24])=[CH:5][C:4]=1[F:23])#[N:2]. The catalyst class is: 116. (2) Reactant: [CH2:1]([O:3][C:4]([C:6]1[C:10]([CH:11]=[CH:12][C:13]2[CH:18]=[CH:17][CH:16]=[CH:15][CH:14]=2)=[CH:9][S:8][C:7]=1[NH:19]C(OC(C)(C)C)=O)=[O:5])[CH3:2].FC(F)(F)C(O)=O.C([O-])(O)=O.[Na+]. Product: [CH2:1]([O:3][C:4]([C:6]1[C:10]([CH:11]=[CH:12][C:13]2[CH:18]=[CH:17][CH:16]=[CH:15][CH:14]=2)=[CH:9][S:8][C:7]=1[NH2:19])=[O:5])[CH3:2]. The catalyst class is: 2. (3) Reactant: Br[C:2]1[CH:3]=[CH:4][C:5]([O:8][CH3:9])=[N:6][CH:7]=1.[Li]CCCC.[B:15](OC(C)C)([O:20]C(C)C)[O:16]C(C)C.Cl.[OH-].[Na+]. Product: [CH3:9][O:8][C:5]1[N:6]=[CH:7][C:2]([B:15]([OH:20])[OH:16])=[CH:3][CH:4]=1. The catalyst class is: 1. (4) Reactant: [C@H:1]12[CH2:8][C@:5]([C:9]3[NH:13][C:12]4[CH:14]=[CH:15][CH:16]=[C:17]([C:18]([NH2:20])=[O:19])[C:11]=4[N:10]=3)([NH:6][CH2:7]1)[CH2:4][CH2:3][CH2:2]2.C=O.[C:23]([BH3-])#N.[Na+]. Product: [CH3:23][N:6]1[CH2:7][C@@H:1]2[CH2:8][C@@:5]1([C:9]1[NH:13][C:12]3[CH:14]=[CH:15][CH:16]=[C:17]([C:18]([NH2:20])=[O:19])[C:11]=3[N:10]=1)[CH2:4][CH2:3][CH2:2]2. The catalyst class is: 5. (5) Reactant: [F:1][C:2]1([F:43])[CH2:6][C@H:5]([O:7][C:8]2[CH:13]=[C:12]([F:14])[C:11]([S:15]([N:18](CC3C=CC(OC)=CC=3OC)[C:19]3[CH:24]=[CH:23][N:22]=[CH:21][N:20]=3)(=[O:17])=[O:16])=[C:10]([F:36])[CH:9]=2)[C@@H:4]([C:37]2[N:41]([CH3:42])[N:40]=[CH:39][CH:38]=2)[CH2:3]1.C([SiH](CC)CC)C.FC(F)(F)C(O)=O. Product: [F:43][C:2]1([F:1])[CH2:6][C@H:5]([O:7][C:8]2[CH:13]=[C:12]([F:14])[C:11]([S:15]([NH:18][C:19]3[CH:24]=[CH:23][N:22]=[CH:21][N:20]=3)(=[O:16])=[O:17])=[C:10]([F:36])[CH:9]=2)[C@@H:4]([C:37]2[N:41]([CH3:42])[N:40]=[CH:39][CH:38]=2)[CH2:3]1. The catalyst class is: 4. (6) Reactant: C(OC(=O)[NH:10][CH2:11][CH2:12][CH2:13][CH2:14][C:15]1[CH:20]=[CH:19][C:18]([CH2:21][CH2:22][CH2:23][CH:24]([NH:26][CH2:27][C@@H:28]([C:30]2[CH:35]=[CH:34][C:33]([O:36]CC3C=CC=CC=3)=[C:32]([NH:44][CH:45]=[O:46])[CH:31]=2)[OH:29])[CH3:25])=[CH:17][CH:16]=1)C1C=CC=CC=1.C(O)C. Product: [NH2:10][CH2:11][CH2:12][CH2:13][CH2:14][C:15]1[CH:16]=[CH:17][C:18]([CH2:21][CH2:22][CH2:23][CH:24]([NH:26][CH2:27][C@@H:28]([C:30]2[CH:35]=[CH:34][C:33]([OH:36])=[C:32]([NH:44][CH:45]=[O:46])[CH:31]=2)[OH:29])[CH3:25])=[CH:19][CH:20]=1. The catalyst class is: 43. (7) Reactant: [NH2:1][C:2]([NH2:4])=[O:3].[H-].[Na+].[C:7]([CH:11]1[CH2:20][CH2:19][C:18]2[N:17]=[C:16]3[S:21][C:22](S(C)(=O)=O)=[N:23][C:15]3=[CH:14][C:13]=2[CH2:12]1)([CH3:10])([CH3:9])[CH3:8]. The catalyst class is: 197. Product: [C:7]([CH:11]1[CH2:20][CH2:19][C:18]2[N:17]=[C:16]3[S:21][C:22]([NH:1][C:2]([NH2:4])=[O:3])=[N:23][C:15]3=[CH:14][C:13]=2[CH2:12]1)([CH3:10])([CH3:8])[CH3:9].